Dataset: Reaction yield outcomes from USPTO patents with 853,638 reactions. Task: Predict the reaction yield, written as a fraction of the theoretical maximum amount of product (1.0 means a 100% yield; for example, 0.34 means a 34% yield). The reactants are ClC(Cl)(O[C:5](=[O:11])OC(Cl)(Cl)Cl)Cl.[CH3:13][N:14]1[CH:19]2[CH2:20][CH2:21][CH:15]1[CH2:16][CH:17]([O:22][C:23]1[N:28]=[C:27]([N:29]3[CH2:34][CH2:33][O:32][CH2:31][CH2:30]3)[N:26]=[C:25]([C:35]3[CH:40]=[CH:39][C:38]([NH2:41])=[CH:37][CH:36]=3)[N:24]=1)[CH2:18]2.[NH2:42][C:43]1[CH:51]=[CH:50][C:46]([C:47]([NH2:49])=[O:48])=[CH:45][CH:44]=1.CCN(CC)CC. The catalyst is C(Cl)Cl. The product is [CH3:13][N:14]1[CH:15]2[CH2:21][CH2:20][CH:19]1[CH2:18][CH:17]([O:22][C:23]1[N:28]=[C:27]([N:29]3[CH2:30][CH2:31][O:32][CH2:33][CH2:34]3)[N:26]=[C:25]([C:35]3[CH:36]=[CH:37][C:38]([NH:41][C:5](=[O:11])[NH:42][C:43]4[CH:51]=[CH:50][C:46]([C:47]([NH2:49])=[O:48])=[CH:45][CH:44]=4)=[CH:39][CH:40]=3)[N:24]=1)[CH2:16]2. The yield is 0.150.